This data is from Human Reference Interactome with 51,813 positive PPI pairs across 8,248 proteins, plus equal number of experimentally-validated negative pairs. The task is: Binary Classification. Given two protein amino acid sequences, predict whether they physically interact or not. Result: 0 (the proteins do not interact). Protein 1 (ENSG00000135722) has sequence MAEPGEGLPEEVLALIFRHLSLRDRAAAARVCRAWAAAATCSAVWHDTKISCECELEGMLPPYLSACLDHIHNLRLEFEPSRKPSRRAAIELLMVLAGRAPGLRGLRLECRGEKPLFDAGRDVLEAVHAVCGAASQLRHLDLRRLSFTLDDALVLQAARSCPELHSLFLDNSTLVGSVGPGSVLELLEACPRLRALGLHLASLSHAILEALAAPDRAPFALLALRCACPEDARASPLPNEAWVALRRRHPGLAVELELEPALPAESVTRVLQPAVPVAALRLNLSGDTVGPVRFAAHHYA.... Protein 2 (ENSG00000033170) has sequence MRPWTGSWRWIMLILFAWGTLLFYIGGHLVRDNDHPDHSSRELSKILAKLERLKQQNEDLRRMAESLRIPEGPIDQGPAIGRVRVLEEQLVKAKEQIENYKKQTRNGLGKDHEILRRRIENGAKELWFFLQSELKKLKNLEGNELQRHADEFLLDLGHHERSIMTDLYYLSQTDGAGDWREKEAKDLTELVQRRITYLQNPKDCSKAKKLVCNINKGCGYGCQLHHVVYCFMIAYGTQRTLILESQNWRYATGGWETVFRPVSETCTDRSGISTGHWSGEVKDKNVQVVELPIVDSLHPR....